Dataset: Full USPTO retrosynthesis dataset with 1.9M reactions from patents (1976-2016). Task: Predict the reactants needed to synthesize the given product. (1) Given the product [CH2:1]([NH:8][C:9]([NH:11][N:12]([C:14]([CH3:21])([CH3:20])[C:15]([OH:17])=[O:16])[CH3:13])=[O:10])[C:2]1[CH:3]=[CH:4][CH:5]=[CH:6][CH:7]=1, predict the reactants needed to synthesize it. The reactants are: [CH2:1]([NH:8][C:9]([NH:11][N:12]([C:14]([CH3:21])([CH3:20])[C:15]([O:17]CC)=[O:16])[CH3:13])=[O:10])[C:2]1[CH:7]=[CH:6][CH:5]=[CH:4][CH:3]=1.O.[OH-].[Li+]. (2) The reactants are: CO[C:3]1[CH:8]=[CH:7][C:6]([O:9][CH2:10][CH:11]2[O:13][CH2:12]2)=[CH:5][CH:4]=1.[C:14]([NH:21][CH2:22][CH2:23][NH2:24])([O:16][C:17]([CH3:20])([CH3:19])[CH3:18])=[O:15].C[CH2:26][OH:27]. Given the product [C:17]([O:16][C:14]([NH:21][CH2:22][CH2:23][NH:24][CH2:12][CH:11]([OH:13])[CH2:10][O:9][C:6]1[CH:5]=[CH:4][CH:3]=[CH:8][C:7]=1[O:27][CH3:26])=[O:15])([CH3:18])([CH3:19])[CH3:20], predict the reactants needed to synthesize it. (3) Given the product [CH3:22][C:19]1[CH:18]=[CH:17][C:16]([O:15][CH2:14][C:12]2[NH:13][C:6]3[C:7](=[N:8][CH:9]=[CH:10][C:5]=3[C:3]([OH:4])=[O:2])[CH:11]=2)=[CH:21][CH:20]=1, predict the reactants needed to synthesize it. The reactants are: C[O:2][C:3]([C:5]1[CH:10]=[CH:9][N:8]=[C:7]2[CH:11]=[C:12]([CH2:14][O:15][C:16]3[CH:21]=[CH:20][C:19]([CH3:22])=[CH:18][CH:17]=3)[NH:13][C:6]=12)=[O:4]. (4) Given the product [CH:1]([C@:4]1([C:16]([O:18][CH3:19])=[O:17])[CH2:8][CH2:7][C@@H:6]([N:9]([CH3:22])[CH:10]2[CH2:15][CH2:14][O:13][CH2:12][CH2:11]2)[CH2:5]1)([CH3:3])[CH3:2], predict the reactants needed to synthesize it. The reactants are: [CH:1]([C@:4]1([C:16]([O:18][CH3:19])=[O:17])[CH2:8][CH2:7][C@@H:6]([NH:9][CH:10]2[CH2:15][CH2:14][O:13][CH2:12][CH2:11]2)[CH2:5]1)([CH3:3])[CH3:2].C=O.[C:22](O[BH-](OC(=O)C)OC(=O)C)(=O)C.[Na+]. (5) Given the product [F:11][C:12]1[CH:17]=[CH:16][CH:15]=[CH:14][C:13]=1[C:18]1[O:22][N:21]=[C:20]([CH:23]2[CH2:28][CH2:27][CH2:26][N:25]([C:7]([C:3]3[CH:4]=[N:5][O:6][C:2]=3[CH3:1])=[O:9])[CH2:24]2)[N:19]=1, predict the reactants needed to synthesize it. The reactants are: [CH3:1][C:2]1[O:6][N:5]=[CH:4][C:3]=1[C:7]([OH:9])=O.Cl.[F:11][C:12]1[CH:17]=[CH:16][CH:15]=[CH:14][C:13]=1[C:18]1[O:22][N:21]=[C:20]([CH:23]2[CH2:28][CH2:27][CH2:26][NH:25][CH2:24]2)[N:19]=1. (6) Given the product [C:43]1([C:61]2[CH:66]=[CH:65][CH:64]=[CH:63][CH:62]=2)[CH:44]=[CH:45][C:46]([NH:49][C:50](=[O:60])[CH2:51][C:52]([N:53]2[CH2:54][CH2:55][N:56]([C:25](=[O:27])[C:24]3[CH:23]=[CH:22][C:21]([F:20])=[CH:29][CH:28]=3)[CH2:57][CH2:58]2)=[O:59])=[CH:47][CH:48]=1, predict the reactants needed to synthesize it. The reactants are: C1C=CC2N(O)N=NC=2C=1.CCN(C(C)C)C(C)C.[F:20][C:21]1[CH:29]=[CH:28][C:24]([C:25]([OH:27])=O)=[CH:23][CH:22]=1.CCN=C=NCCCN(C)C.Cl.Cl.[C:43]1([C:61]2[CH:66]=[CH:65][CH:64]=[CH:63][CH:62]=2)[CH:48]=[CH:47][C:46]([NH:49][C:50](=[O:60])[CH2:51][C:52](=[O:59])[N:53]2[CH2:58][CH2:57][NH:56][CH2:55][CH2:54]2)=[CH:45][CH:44]=1. (7) Given the product [N:3]1([CH2:16][CH2:15][C:14]([OH:18])=[O:13])[C:11]2[C:6](=[CH:7][CH:8]=[CH:9][CH:10]=2)[CH:5]=[CH:4]1, predict the reactants needed to synthesize it. The reactants are: [OH-].[K+].[NH:3]1[C:11]2[C:6](=[CH:7][CH:8]=[CH:9][CH:10]=2)[CH:5]=[CH:4]1.C[O:13][C:14](=[O:18])[CH2:15][CH2:16]Br.O. (8) Given the product [C:23]1([C:29]2[N:33]=[C:32]([N:34]3[CH2:39][CH2:38][N:37]([C:5]([NH:7][CH:8]4[CH2:13][CH2:12][CH2:11][N:10]([C:14]([O:16][C:17]([CH3:18])([CH3:19])[CH3:20])=[O:15])[CH2:9]4)=[O:6])[CH2:36][CH2:35]3)[S:31][N:30]=2)[CH:24]=[CH:25][CH:26]=[CH:27][CH:28]=1, predict the reactants needed to synthesize it. The reactants are: ClC(Cl)(Cl)CO[C:5]([NH:7][CH:8]1[CH2:13][CH2:12][CH2:11][N:10]([C:14]([O:16][C:17]([CH3:20])([CH3:19])[CH3:18])=[O:15])[CH2:9]1)=[O:6].[C:23]1([C:29]2[N:33]=[C:32]([N:34]3[CH2:39][CH2:38][NH:37][CH2:36][CH2:35]3)[S:31][N:30]=2)[CH:28]=[CH:27][CH:26]=[CH:25][CH:24]=1.C(N(C(C)C)CC)(C)C.O. (9) Given the product [Br:15][C:12]1[CH:13]=[CH:14][C:9]([C:4]2[C:5]([OH:6])=[N:20][CH:19]=[N:21][C:3]=2[OH:2])=[CH:10][CH:11]=1, predict the reactants needed to synthesize it. The reactants are: C[O:2][C:3](=O)[CH:4]([C:9]1[CH:14]=[CH:13][C:12]([Br:15])=[CH:11][CH:10]=1)[C:5](OC)=[O:6].[Na].Cl.[CH:19]([NH2:21])=[NH:20].